From a dataset of Full USPTO retrosynthesis dataset with 1.9M reactions from patents (1976-2016). Predict the reactants needed to synthesize the given product. (1) Given the product [S:27]1[CH:28]=[CH:12][N:11]=[C:9]1[CH2:8][O:1][C:2]1[CH:7]=[CH:6][C:5]([CH2:8][C:9]([N:11]2[CH2:12][CH2:13][N:14]([C:17]3[N:24]=[CH:23][CH:22]=[CH:21][C:18]=3[C:19]#[N:20])[CH2:15][CH2:16]2)=[O:10])=[CH:4][CH:3]=1, predict the reactants needed to synthesize it. The reactants are: [OH:1][C:2]1[CH:7]=[CH:6][C:5]([CH2:8][C:9]([N:11]2[CH2:16][CH2:15][N:14]([C:17]3[N:24]=[CH:23][CH:22]=[CH:21][C:18]=3[C:19]#[N:20])[CH2:13][CH2:12]2)=[O:10])=[CH:4][CH:3]=1.[H-].[Na+].[S:27]([O-])(=O)(=O)[CH3:28]. (2) Given the product [CH3:8][C:6]1([CH3:7])[C:2]([CH3:16])([CH3:1])[O:3][B:4]([C:9]2[CH:15]=[CH:14][C:12]([NH:13][S:20]([CH:17]3[CH2:19][CH2:18]3)(=[O:22])=[O:21])=[CH:11][CH:10]=2)[O:5]1, predict the reactants needed to synthesize it. The reactants are: [CH3:1][C:2]1([CH3:16])[C:6]([CH3:8])([CH3:7])[O:5][B:4]([C:9]2[CH:15]=[CH:14][C:12]([NH2:13])=[CH:11][CH:10]=2)[O:3]1.[CH:17]1([S:20](Cl)(=[O:22])=[O:21])[CH2:19][CH2:18]1. (3) The reactants are: [OH:1][C:2]1[CH:7]=[CH:6][C:5]([S:8][C:9]2[S:13][C:12]([C:14]([OH:16])=O)=[CH:11][C:10]=2[N+:17]([O-])=O)=[CH:4][CH:3]=1.[NH2:20][C:21]1[CH:26]=[CH:25][CH:24]=[CH:23][CH:22]=1.BrC1C=C(C=CC=1)N. Given the product [C:21]1([NH:20][C:14]([C:12]2[S:13][C:9]([S:8][C:5]3[CH:4]=[CH:3][C:2]([OH:1])=[CH:7][CH:6]=3)=[C:10]([NH2:17])[CH:11]=2)=[O:16])[CH:26]=[CH:25][CH:24]=[CH:23][CH:22]=1, predict the reactants needed to synthesize it. (4) The reactants are: Br[C:2]1[CH:3]=[N:4][CH:5]=[C:6]([Br:8])[CH:7]=1.C([Mg]Cl)(C)C.[CH3:14][C:15]([CH3:17])=[O:16]. Given the product [Br:8][C:6]1[CH:7]=[C:2]([C:15]([OH:16])([CH3:17])[CH3:14])[CH:3]=[N:4][CH:5]=1, predict the reactants needed to synthesize it.